Dataset: Hepatocyte clearance measurements from AstraZeneca. Task: Regression/Classification. Given a drug SMILES string, predict its absorption, distribution, metabolism, or excretion properties. Task type varies by dataset: regression for continuous measurements (e.g., permeability, clearance, half-life) or binary classification for categorical outcomes (e.g., BBB penetration, CYP inhibition). For this dataset (clearance_hepatocyte_az), we predict log10(clearance) (log10 of the in vitro intrinsic clearance, CLint, in uL/min per 10^6 hepatocytes; values are censored to the assay range of 3 to 150, which is 0.477 to 2.18 on this log10 scale). (1) The drug is Cc1c(C)c2c(c(C)c1O)CCC(C)(COc1ccc(CC3SC(=O)NC3=O)cc1)O2. The log10(clearance) is 2.18. (2) The drug is CN(C)CCCN1c2ccccc2CCc2ccccc21. The log10(clearance) is 0.750. (3) The drug is C[C@@H](C(N)=O)c1ccc(OS(=O)(=O)C(F)(F)F)cc1. The log10(clearance) is 0.480. (4) The drug is COc1ccccc1Oc1c(NS(=O)(=O)c2ccc(C(C)(C)C)cc2)nc(-c2ncccn2)nc1OCCO. The log10(clearance) is 0.680. (5) The molecule is O=C(Nc1ccccc1F)N[C@H]1N=C(c2ccccc2)c2ccccc2NC1=O. The log10(clearance) is 0.960. (6) The drug is C[C@H](CO)Nc1nc(SCc2cccc(Cl)c2F)nc2[nH]c(=O)sc12. The log10(clearance) is 1.23.